From a dataset of Catalyst prediction with 721,799 reactions and 888 catalyst types from USPTO. Predict which catalyst facilitates the given reaction. (1) Reactant: [CH2:1]([S:8][C:9]1[N:10]=[CH:11][C:12]2[CH:18]=[C:17]([C:19]3[CH:24]=[CH:23][CH:22]=[CH:21][CH:20]=3)[C:16](Cl)=[N:15][C:13]=2[N:14]=1)C1C=CC=CC=1.C(=O)([O-])[O-].[Cs+].[Cs+].[C:32]([O:36][C:37]([NH:39][CH2:40][C:41]1[CH:46]=[CH:45][C:44](B(O)O)=[CH:43][CH:42]=1)=[O:38])([CH3:35])([CH3:34])[CH3:33].C(O)C. Product: [CH3:1][S:8][C:9]1[N:10]=[CH:11][C:12]2[CH:18]=[C:17]([C:19]3[CH:20]=[CH:21][CH:22]=[CH:23][CH:24]=3)[C:16]([C:44]3[CH:45]=[CH:46][C:41]([CH2:40][NH:39][C:37](=[O:38])[O:36][C:32]([CH3:33])([CH3:34])[CH3:35])=[CH:42][CH:43]=3)=[N:15][C:13]=2[N:14]=1. The catalyst class is: 12. (2) Reactant: [NH:1]1[C:5]2=[N:6][CH:7]=[CH:8][CH:9]=[C:4]2[CH2:3][CH2:2]1.[Br:10]Br.S([O-])([O-])(=O)=S.[Na+].[Na+]. Product: [Br:10][C:8]1[CH:9]=[C:4]2[CH2:3][CH2:2][NH:1][C:5]2=[N:6][CH:7]=1. The catalyst class is: 529. (3) Reactant: C[O:2][C:3](=O)[CH:4]=[CH:5][C:6]1[CH:7]=[N:8][C:9]([C:12]2[CH:17]=[CH:16][C:15]([F:18])=[CH:14][CH:13]=2)=[CH:10][CH:11]=1.[H-].C([Al+]CC(C)C)C(C)C. Product: [F:18][C:15]1[CH:16]=[CH:17][C:12]([C:9]2[N:8]=[CH:7][C:6]([CH:5]=[CH:4][CH2:3][OH:2])=[CH:11][CH:10]=2)=[CH:13][CH:14]=1. The catalyst class is: 665.